Regression. Given two drug SMILES strings and cell line genomic features, predict the synergy score measuring deviation from expected non-interaction effect. From a dataset of NCI-60 drug combinations with 297,098 pairs across 59 cell lines. (1) Drug 1: CCC1(CC2CC(C3=C(CCN(C2)C1)C4=CC=CC=C4N3)(C5=C(C=C6C(=C5)C78CCN9C7C(C=CC9)(C(C(C8N6C=O)(C(=O)OC)O)OC(=O)C)CC)OC)C(=O)OC)O.OS(=O)(=O)O. Drug 2: CC1CCC2CC(C(=CC=CC=CC(CC(C(=O)C(C(C(=CC(C(=O)CC(OC(=O)C3CCCCN3C(=O)C(=O)C1(O2)O)C(C)CC4CCC(C(C4)OC)OCCO)C)C)O)OC)C)C)C)OC. Cell line: HOP-62. Synergy scores: CSS=13.3, Synergy_ZIP=2.28, Synergy_Bliss=12.6, Synergy_Loewe=5.98, Synergy_HSA=6.47. (2) Drug 1: C1CCC(C(C1)N)N.C(=O)(C(=O)[O-])[O-].[Pt+4]. Drug 2: C(CN)CNCCSP(=O)(O)O. Cell line: NCI-H460. Synergy scores: CSS=48.4, Synergy_ZIP=1.08, Synergy_Bliss=0.756, Synergy_Loewe=-37.1, Synergy_HSA=-2.02. (3) Drug 1: CN1C(=O)N2C=NC(=C2N=N1)C(=O)N. Drug 2: CN(CCCl)CCCl.Cl. Cell line: LOX IMVI. Synergy scores: CSS=24.3, Synergy_ZIP=-7.72, Synergy_Bliss=1.51, Synergy_Loewe=2.18, Synergy_HSA=3.16. (4) Drug 1: C1=CC(=C2C(=C1NCCNCCO)C(=O)C3=C(C=CC(=C3C2=O)O)O)NCCNCCO. Drug 2: N.N.Cl[Pt+2]Cl. Cell line: SN12C. Synergy scores: CSS=18.0, Synergy_ZIP=-5.87, Synergy_Bliss=-15.4, Synergy_Loewe=-47.9, Synergy_HSA=-15.3. (5) Drug 1: C#CCC(CC1=CN=C2C(=N1)C(=NC(=N2)N)N)C3=CC=C(C=C3)C(=O)NC(CCC(=O)O)C(=O)O. Drug 2: C1CCC(C(C1)N)N.C(=O)(C(=O)[O-])[O-].[Pt+4]. Cell line: NCIH23. Synergy scores: CSS=8.10, Synergy_ZIP=-1.61, Synergy_Bliss=-1.79, Synergy_Loewe=0.251, Synergy_HSA=-4.42. (6) Drug 1: CC=C1C(=O)NC(C(=O)OC2CC(=O)NC(C(=O)NC(CSSCCC=C2)C(=O)N1)C(C)C)C(C)C. Drug 2: CC1C(C(CC(O1)OC2CC(CC3=C2C(=C4C(=C3O)C(=O)C5=CC=CC=C5C4=O)O)(C(=O)C)O)N)O. Cell line: HS 578T. Synergy scores: CSS=56.7, Synergy_ZIP=-9.47, Synergy_Bliss=-15.9, Synergy_Loewe=-12.5, Synergy_HSA=-9.78. (7) Drug 1: C1=CN(C(=O)N=C1N)C2C(C(C(O2)CO)O)O.Cl. Drug 2: CC1C(C(CC(O1)OC2CC(CC3=C2C(=C4C(=C3O)C(=O)C5=C(C4=O)C(=CC=C5)OC)O)(C(=O)CO)O)N)O.Cl. Cell line: MDA-MB-435. Synergy scores: CSS=34.0, Synergy_ZIP=-3.59, Synergy_Bliss=-1.42, Synergy_Loewe=-4.82, Synergy_HSA=0.687. (8) Drug 1: C1=CC(=C2C(=C1NCCNCCO)C(=O)C3=C(C=CC(=C3C2=O)O)O)NCCNCCO. Drug 2: B(C(CC(C)C)NC(=O)C(CC1=CC=CC=C1)NC(=O)C2=NC=CN=C2)(O)O. Cell line: TK-10. Synergy scores: CSS=29.0, Synergy_ZIP=0.879, Synergy_Bliss=0.00896, Synergy_Loewe=-1.16, Synergy_HSA=-0.534.